From a dataset of Forward reaction prediction with 1.9M reactions from USPTO patents (1976-2016). Predict the product of the given reaction. (1) The product is: [F:22][C:23]1[C:24]([CH3:30])=[C:25]([NH:26][S:2]([C:5]2[CH:14]=[CH:13][C:12]3[NH:11][C:10](=[O:15])[C:9]4[NH:16][CH:17]=[CH:18][C:8]=4[C:7]=3[CH:6]=2)(=[O:3])=[O:4])[CH:27]=[CH:28][CH:29]=1.[CH2:18]([C:19]([O-:21])=[O:20])[CH3:17]. Given the reactants Cl[S:2]([C:5]1[CH:14]=[CH:13][C:12]2[NH:11][C:10](=[O:15])[C:9]3[NH:16][CH:17]=[C:18]([C:19]([OH:21])=[O:20])[C:8]=3[C:7]=2[CH:6]=1)(=[O:4])=[O:3].[F:22][C:23]1[C:24]([CH3:30])=[C:25]([CH:27]=[CH:28][CH:29]=1)[NH2:26], predict the reaction product. (2) The product is: [CH3:8][N:9]1[C@@H:25]2[CH2:26][C:14]3=[CH:15][CH:16]=[C:17]([OH:29])[C:18]4[O:19][C@H:20]5[C:21]([CH2:22][CH2:23][C@:24]2([OH:6])[C@:12]5([C:13]=43)[CH2:11][CH2:10]1)=[O:27]. Given the reactants OS([O-])=O.[Na+].[OH-:6].[Na+].[CH3:8][N:9]1[C@@H:25]2[CH2:26][C:14]3[CH:15]=[CH:16][C:17]([OH:29])=[C:18]4[O:19][C@H:20]5[C:21]([O:27]C)=[CH:22][CH:23]=[C:24]2[C@:12]5([C:13]=34)[CH2:11][CH2:10]1.[OH-].[NH4+], predict the reaction product. (3) Given the reactants Br[C:2]1[N:7]=[CH:6][C:5]([C:8]2([NH:11][C:12]([C:14]3[C:15]4[CH:22]=[N:21][N:20]([C:23]5[CH:28]=[CH:27][C:26]([F:29])=[CH:25][CH:24]=5)[C:16]=4[CH:17]=[N:18][CH:19]=3)=[O:13])[CH2:10][CH2:9]2)=[CH:4][CH:3]=1.[CH3:30][O:31][C:32](=[O:38])[CH2:33][CH2:34][S:35]([O-:37])=[O:36].[Na+], predict the reaction product. The product is: [CH3:30][O:31][C:32](=[O:38])[CH2:33][CH2:34][S:35]([C:2]1[CH:3]=[CH:4][C:5]([C:8]2([NH:11][C:12]([C:14]3[C:15]4[CH:22]=[N:21][N:20]([C:23]5[CH:28]=[CH:27][C:26]([F:29])=[CH:25][CH:24]=5)[C:16]=4[CH:17]=[N:18][CH:19]=3)=[O:13])[CH2:10][CH2:9]2)=[CH:6][N:7]=1)(=[O:37])=[O:36].